Dataset: Reaction yield outcomes from USPTO patents with 853,638 reactions. Task: Predict the reaction yield, written as a fraction of the theoretical maximum amount of product (1.0 means a 100% yield; for example, 0.34 means a 34% yield). (1) The catalyst is O1CCOCC1.O.C1C=CC(P(C2C=CC=CC=2)[C-]2C=CC=C2)=CC=1.C1C=CC(P(C2C=CC=CC=2)[C-]2C=CC=C2)=CC=1.Cl[Pd]Cl.[Fe+2]. The yield is 0.315. The reactants are Br[C:2]1[C:3]([O:14][CH2:15][CH:16]2[CH2:18][CH2:17]2)=[CH:4][C:5](=[O:13])[N:6]([CH2:8][S:9]([CH3:12])(=[O:11])=[O:10])[CH:7]=1.[CH3:19][N:20]1[CH:25]=[C:24](B2OC(C)(C)C(C)(C)O2)[CH:23]=[CH:22][C:21]1=[O:35].[O-]P([O-])([O-])=O.[K+].[K+].[K+]. The product is [CH:16]1([CH2:15][O:14][C:3]2[C:2]([C:24]3[CH:23]=[CH:22][C:21](=[O:35])[N:20]([CH3:19])[CH:25]=3)=[CH:7][N:6]([CH2:8][S:9]([CH3:12])(=[O:11])=[O:10])[C:5](=[O:13])[CH:4]=2)[CH2:18][CH2:17]1. (2) The yield is 0.480. The product is [Cl:24][C:19]1[CH:18]=[C:17]([CH:11]2[C:10]3[C:15](=[CH:16][C:7]([C:32]4[C:28]([CH3:27])=[N:29][O:30][C:31]=4[CH3:36])=[CH:8][CH:9]=3)[CH2:14][NH:13][CH2:12]2)[CH:22]=[CH:21][C:20]=1[Cl:23]. The catalyst is CN(C)C=O.O.C1C=CC(P(C2C=CC=CC=2)[C-]2C=CC=C2)=CC=1.C1C=CC(P(C2C=CC=CC=2)[C-]2C=CC=C2)=CC=1.Cl[Pd]Cl.[Fe+2]. The reactants are FC(F)(F)S(O[C:7]1[CH:16]=[C:15]2[C:10]([CH:11]([C:17]3[CH:22]=[CH:21][C:20]([Cl:23])=[C:19]([Cl:24])[CH:18]=3)[CH2:12][NH:13][CH2:14]2)=[CH:9][CH:8]=1)(=O)=O.[CH3:27][C:28]1[C:32](B(O)O)=[C:31]([CH3:36])[O:30][N:29]=1.C(=O)([O-])[O-].[Cs+].[Cs+]. (3) The reactants are Cl[C:2]1[CH:11]=[CH:10][N:9]=[C:8]2[C:3]=1[CH:4]=[CH:5][C:6]([C:12]([F:15])([F:14])[F:13])=[N:7]2.[F:16][C:17]1[CH:22]=[CH:21][C:20](B(O)O)=[CH:19][C:18]=1[C:26]1[C:31]([F:32])=[CH:30][C:29]([F:33])=[CH:28][N:27]=1. No catalyst specified. The product is [F:32][C:31]1[C:26]([C:18]2[CH:19]=[C:20]([C:2]3[CH:11]=[CH:10][N:9]=[C:8]4[C:3]=3[CH:4]=[CH:5][C:6]([C:12]([F:15])([F:14])[F:13])=[N:7]4)[CH:21]=[CH:22][C:17]=2[F:16])=[N:27][CH:28]=[C:29]([F:33])[CH:30]=1. The yield is 0.680. (4) The reactants are [C:1]([OH:9])(=O)[C:2]1[CH:7]=[CH:6][CH:5]=[N:4][CH:3]=1.[NH2:10][CH2:11][CH2:12][O:13][C:14]1[C:24]2[CH2:23][CH2:22][N:21](C(=O)C(F)(F)F)[CH2:20][CH2:19][C:18]=2[CH:17]=[CH:16][C:15]=1[Cl:31]. No catalyst specified. The yield is 0.930. The product is [ClH:31].[Cl:31][C:15]1[CH:16]=[CH:17][C:18]2[CH2:19][CH2:20][NH:21][CH2:22][CH2:23][C:24]=2[C:14]=1[O:13][CH2:12][CH2:11][NH:10][C:1]([C:2]1[CH:3]=[N:4][CH:5]=[CH:6][CH:7]=1)=[O:9]. (5) The reactants are [F:1][C:2]1[C:3]2[CH:4]=[C:5]3[C:14]4[N:13]=[C:12]([C:15]5[C:16]([N:35]([CH3:40])[S:36]([CH3:39])(=[O:38])=[O:37])=[CH:17][C:18]6[O:22][C:21]([C:23]7[CH:28]=[CH:27][C:26]([F:29])=[CH:25][CH:24]=7)=[C:20]([C:30]([NH:32][CH3:33])=[O:31])[C:19]=6[CH:34]=5)[CH:11]=[CH:10][C:9]=4[CH2:8][CH:7]([CH2:41]O)[N:6]3[C:43]=2[CH:44]=[CH:45][CH:46]=1.CCN(S(F)(F)[F:53])CC. The catalyst is C(Cl)Cl.C(OCC)(=O)C. The product is [F:1][C:2]1[C:3]2[CH:4]=[C:5]3[C:14]4[N:13]=[C:12]([C:15]5[C:16]([N:35]([CH3:40])[S:36]([CH3:39])(=[O:37])=[O:38])=[CH:17][C:18]6[O:22][C:21]([C:23]7[CH:28]=[CH:27][C:26]([F:29])=[CH:25][CH:24]=7)=[C:20]([C:30]([NH:32][CH3:33])=[O:31])[C:19]=6[CH:34]=5)[CH:11]=[CH:10][C:9]=4[CH2:8][CH:7]([CH2:41][F:53])[N:6]3[C:43]=2[CH:44]=[CH:45][CH:46]=1. The yield is 0.350. (6) The reactants are [F:1][C:2]1[CH:3]=[C:4]([C:11]2[CH:16]=[CH:15][C:14]([C:17]([CH:19]3[CH2:23][CH2:22][CH2:21][CH:20]3[C:24]([O:26][CH3:27])=[O:25])=[O:18])=[CH:13][CH:12]=2)[CH:5]=[CH:6][C:7]=1[NH:8]C=O.Cl. The catalyst is CO. The product is [NH2:8][C:7]1[CH:6]=[CH:5][C:4]([C:11]2[CH:12]=[CH:13][C:14]([C:17]([CH:19]3[CH2:23][CH2:22][CH2:21][CH:20]3[C:24]([O:26][CH3:27])=[O:25])=[O:18])=[CH:15][CH:16]=2)=[CH:3][C:2]=1[F:1]. The yield is 0.890. (7) The reactants are [NH2:1][CH2:2][C:3]1[CH:4]=[C:5]([C:20]2[S:24][C:23]([C@@:25]3([OH:37])[CH2:30][CH2:29][C@H:28]([C:31]([O:33]C)=[O:32])[C:27]([CH3:36])([CH3:35])[CH2:26]3)=[N:22][CH:21]=2)[CH:6]=[C:7]([NH:9][C:10]2[N:15]=[C:14]([C:16]([F:19])([F:18])[F:17])[CH:13]=[CH:12][N:11]=2)[CH:8]=1.[OH-].[Na+]. The catalyst is CO. The yield is 0.350. The product is [NH2:1][CH2:2][C:3]1[CH:4]=[C:5]([C:20]2[S:24][C:23]([C@@:25]3([OH:37])[CH2:30][CH2:29][C@H:28]([C:31]([OH:33])=[O:32])[C:27]([CH3:35])([CH3:36])[CH2:26]3)=[N:22][CH:21]=2)[CH:6]=[C:7]([NH:9][C:10]2[N:15]=[C:14]([C:16]([F:18])([F:19])[F:17])[CH:13]=[CH:12][N:11]=2)[CH:8]=1. (8) The reactants are C(O)CO.[C:5]([CH:7]([C:12]1([C:22]2[CH:27]=[CH:26][CH:25]=[CH:24][N:23]=2)[CH2:21][C:16]2([CH2:20][CH2:19][CH2:18][CH2:17]2)[O:15][CH2:14][CH2:13]1)C(OC)=O)#[N:6].[OH-].[K+]. The catalyst is O. The product is [N:23]1[CH:24]=[CH:25][CH:26]=[CH:27][C:22]=1[C:12]1([CH2:7][C:5]#[N:6])[CH2:21][C:16]2([CH2:20][CH2:19][CH2:18][CH2:17]2)[O:15][CH2:14][CH2:13]1. The yield is 0.820. (9) The reactants are [Cl:1][C:2]1[CH:11]=[CH:10][CH:9]=[C:8]2[C:3]=1[C:4](=[O:21])[N:5]([C:14]1[CH:19]=[CH:18][CH:17]=[CH:16][C:15]=1[Cl:20])[C:6]([CH2:12]Cl)=[N:7]2.O.[SH:23][C:24]1[N:32]=[CH:31][N:30]=[C:29]2[C:25]=1[NH:26][CH:27]=[N:28]2.C([O-])([O-])=O.[K+].[K+]. The catalyst is CN(C=O)C. The product is [Cl:1][C:2]1[CH:11]=[CH:10][CH:9]=[C:8]2[C:3]=1[C:4](=[O:21])[N:5]([C:14]1[CH:19]=[CH:18][CH:17]=[CH:16][C:15]=1[Cl:20])[C:6]([CH2:12][S:23][C:24]1[N:32]=[CH:31][N:30]=[C:29]3[C:25]=1[N:26]=[CH:27][NH:28]3)=[N:7]2. The yield is 0.850.